Dataset: NCI-60 drug combinations with 297,098 pairs across 59 cell lines. Task: Regression. Given two drug SMILES strings and cell line genomic features, predict the synergy score measuring deviation from expected non-interaction effect. (1) Drug 1: CC1OCC2C(O1)C(C(C(O2)OC3C4COC(=O)C4C(C5=CC6=C(C=C35)OCO6)C7=CC(=C(C(=C7)OC)O)OC)O)O. Drug 2: C(=O)(N)NO. Cell line: RXF 393. Synergy scores: CSS=24.6, Synergy_ZIP=-8.19, Synergy_Bliss=-2.46, Synergy_Loewe=-14.3, Synergy_HSA=0.589. (2) Drug 1: C1CCC(CC1)NC(=O)N(CCCl)N=O. Drug 2: C1=NC(=NC(=O)N1C2C(C(C(O2)CO)O)O)N. Cell line: LOX IMVI. Synergy scores: CSS=56.3, Synergy_ZIP=1.54, Synergy_Bliss=4.67, Synergy_Loewe=8.08, Synergy_HSA=8.10. (3) Drug 1: C1=CN(C=N1)CC(O)(P(=O)(O)O)P(=O)(O)O. Drug 2: C1C(C(OC1N2C=NC(=NC2=O)N)CO)O. Cell line: MDA-MB-435. Synergy scores: CSS=2.27, Synergy_ZIP=5.70, Synergy_Bliss=8.13, Synergy_Loewe=4.35, Synergy_HSA=2.38. (4) Drug 1: CC1=C(C=C(C=C1)NC2=NC=CC(=N2)N(C)C3=CC4=NN(C(=C4C=C3)C)C)S(=O)(=O)N.Cl. Drug 2: CN(C)C1=NC(=NC(=N1)N(C)C)N(C)C. Cell line: MDA-MB-435. Synergy scores: CSS=-10.8, Synergy_ZIP=3.84, Synergy_Bliss=-2.99, Synergy_Loewe=-8.78, Synergy_HSA=-8.44. (5) Drug 1: C1=CC(=CC=C1C#N)C(C2=CC=C(C=C2)C#N)N3C=NC=N3. Drug 2: CN(CC1=CN=C2C(=N1)C(=NC(=N2)N)N)C3=CC=C(C=C3)C(=O)NC(CCC(=O)O)C(=O)O. Cell line: T-47D. Synergy scores: CSS=-7.14, Synergy_ZIP=2.35, Synergy_Bliss=-2.16, Synergy_Loewe=-1.17, Synergy_HSA=-5.93. (6) Drug 1: CCC1(CC2CC(C3=C(CCN(C2)C1)C4=CC=CC=C4N3)(C5=C(C=C6C(=C5)C78CCN9C7C(C=CC9)(C(C(C8N6C=O)(C(=O)OC)O)OC(=O)C)CC)OC)C(=O)OC)O.OS(=O)(=O)O. Drug 2: C1CCC(C(C1)N)N.C(=O)(C(=O)[O-])[O-].[Pt+4]. Cell line: PC-3. Synergy scores: CSS=26.2, Synergy_ZIP=-7.67, Synergy_Bliss=-0.656, Synergy_Loewe=2.26, Synergy_HSA=2.37.